From a dataset of Forward reaction prediction with 1.9M reactions from USPTO patents (1976-2016). Predict the product of the given reaction. (1) The product is: [ClH:23].[NH:12]1[CH2:13][CH2:14][CH2:15][CH:10]([NH:9][C:6]2[N:7]=[CH:8][C:3]([C:1]#[N:2])=[CH:4][CH:5]=2)[CH2:11]1. Given the reactants [C:1]([C:3]1[CH:4]=[CH:5][C:6]([NH:9][CH:10]2[CH2:15][CH2:14][CH2:13][N:12](C(OC(C)(C)C)=O)[CH2:11]2)=[N:7][CH:8]=1)#[N:2].[ClH:23], predict the reaction product. (2) Given the reactants [CH2:1]([O:3][C:4]([C@@H:6]1[CH2:10][CH2:9][CH2:8][C@H:7]1[C:11]([O:13]CC)=[O:12])=[O:5])[CH3:2].[OH-].[Li+], predict the reaction product. The product is: [CH2:1]([O:3][C:4]([C@@H:6]1[CH2:10][CH2:9][CH2:8][C@H:7]1[C:11]([OH:13])=[O:12])=[O:5])[CH3:2]. (3) Given the reactants [CH2:1]([O:8][C:9]1[CH:14]=[CH:13][C:12](B(O)O)=[CH:11][C:10]=1[C:18]#[N:19])[C:2]1[CH:7]=[CH:6][CH:5]=[CH:4][CH:3]=1.[Br:20][C:21]1[C:22]([F:31])=[C:23]([C:27]([O:29][CH3:30])=[O:28])[S:24][C:25]=1Br.C(=O)([O-])[O-].[Na+].[Na+], predict the reaction product. The product is: [Br:20][C:21]1[C:22]([F:31])=[C:23]([C:27]([O:29][CH3:30])=[O:28])[S:24][C:25]=1[C:12]1[CH:13]=[CH:14][C:9]([O:8][CH2:1][C:2]2[CH:7]=[CH:6][CH:5]=[CH:4][CH:3]=2)=[C:10]([C:18]#[N:19])[CH:11]=1. (4) Given the reactants [Br:1][C:2]1[CH:3]=[C:4]([CH:9]=[C:10](I)[CH:11]=1)[C:5]([O:7][CH3:8])=[O:6].[C:13](B1OC(C)(C)C(C)(C)O1)([CH3:15])=[CH2:14].C(NC(C)C)(C)C.C(=O)(O)[O-].[Na+], predict the reaction product. The product is: [Br:1][C:2]1[CH:3]=[C:4]([CH:9]=[C:10]([C:13]([CH3:15])=[CH2:14])[CH:11]=1)[C:5]([O:7][CH3:8])=[O:6]. (5) Given the reactants [Br:1][C:2]1[CH:8]=[CH:7][CH:6]=[CH:5][C:3]=1[NH2:4].[CH2:9]([S:21](Cl)(=[O:23])=[O:22])[CH2:10][CH2:11][CH2:12][CH2:13][CH2:14][CH2:15][CH2:16][CH2:17][CH2:18][CH2:19][CH3:20], predict the reaction product. The product is: [Br:1][C:2]1[CH:8]=[CH:7][CH:6]=[CH:5][C:3]=1[NH:4][S:21]([CH2:9][CH2:10][CH2:11][CH2:12][CH2:13][CH2:14][CH2:15][CH2:16][CH2:17][CH2:18][CH2:19][CH3:20])(=[O:23])=[O:22]. (6) Given the reactants [N:1]1[CH:2]=[C:3]([C:10]([OH:12])=O)[N:4]2[CH:9]=[CH:8][CH:7]=[CH:6][C:5]=12.S(Cl)(Cl)=O.[CH3:17][C:18]1[C:26]2[C:25]([NH2:27])=[CH:24][CH:23]=[CH:22][C:21]=2[N:20]([CH2:28][C:29]2[CH:34]=[CH:33][CH:32]=[C:31]([CH3:35])[N:30]=2)[N:19]=1, predict the reaction product. The product is: [CH3:17][C:18]1[C:26]2[C:21](=[CH:22][CH:23]=[CH:24][C:25]=2[NH:27][C:10]([C:3]2[N:4]3[CH:9]=[CH:8][CH:7]=[CH:6][C:5]3=[N:1][CH:2]=2)=[O:12])[N:20]([CH2:28][C:29]2[CH:34]=[CH:33][CH:32]=[C:31]([CH3:35])[N:30]=2)[N:19]=1. (7) Given the reactants [CH3:1][N:2]([CH3:34])[CH2:3][CH2:4][N:5]([CH3:33])[C:6]([C:8]1[S:20][C:19]2[C:18]3[CH:17]=[CH:16][CH:15]=[CH:14][C:13]=3[N:12]([CH2:21][C:22](=[O:29])[C:23]3[CH:28]=[CH:27][CH:26]=[CH:25][CH:24]=3)[C:11](=[O:30])[C:10]=2[C:9]=1[O:31][CH3:32])=[O:7].C(OC(=O)C)C.[ClH:41], predict the reaction product. The product is: [ClH:41].[CH3:1][N:2]([CH3:34])[CH2:3][CH2:4][N:5]([CH3:33])[C:6]([C:8]1[S:20][C:19]2[C:18]3[CH:17]=[CH:16][CH:15]=[CH:14][C:13]=3[N:12]([CH2:21][C:22](=[O:29])[C:23]3[CH:28]=[CH:27][CH:26]=[CH:25][CH:24]=3)[C:11](=[O:30])[C:10]=2[C:9]=1[O:31][CH3:32])=[O:7]. (8) Given the reactants [ClH:1].Cl.[CH2:3]([C:7]1[N:8]=[N:9][C:10]([O:32][CH:33]2[CH2:38][CH2:37][NH:36][CH2:35][CH2:34]2)=[CH:11][C:12]=1[C:13]1[CH:18]=[CH:17][C:16]([O:19][CH:20]2[CH2:25][CH2:24][CH2:23][CH2:22][CH2:21]2)=[C:15]([C:26]2[N:30]([CH3:31])[N:29]=[N:28][N:27]=2)[CH:14]=1)[CH2:4][CH2:5][CH3:6].C=O.O.[C:42](O[BH-](OC(=O)C)OC(=O)C)(=O)C.[Na+], predict the reaction product. The product is: [ClH:1].[ClH:1].[CH2:3]([C:7]1[N:8]=[N:9][C:10]([O:32][CH:33]2[CH2:38][CH2:37][N:36]([CH3:42])[CH2:35][CH2:34]2)=[CH:11][C:12]=1[C:13]1[CH:18]=[CH:17][C:16]([O:19][CH:20]2[CH2:21][CH2:22][CH2:23][CH2:24][CH2:25]2)=[C:15]([C:26]2[N:30]([CH3:31])[N:29]=[N:28][N:27]=2)[CH:14]=1)[CH2:4][CH2:5][CH3:6].